From a dataset of Reaction yield outcomes from USPTO patents with 853,638 reactions. Predict the reaction yield, written as a fraction of the theoretical maximum amount of product (1.0 means a 100% yield; for example, 0.34 means a 34% yield). (1) The reactants are [Cl:1][C:2]1[CH:3]=[C:4]([C:27](=[O:34])[CH2:28][C:29]([O:31]CC)=[O:30])[CH:5]=[CH:6][C:7]=1[C:8]1[N:12]=[C:11]([C:13]2[N:14]=[C:15]3[C:20]([Cl:21])=[CH:19][C:18]([C:22]([F:25])([F:24])[F:23])=[CH:17][N:16]3[CH:26]=2)[O:10][N:9]=1.[BH4-].[Na+].[OH-].[Li+]. The catalyst is C1COCC1. The product is [Cl:1][C:2]1[CH:3]=[C:4]([CH:27]([OH:34])[CH2:28][C:29]([OH:31])=[O:30])[CH:5]=[CH:6][C:7]=1[C:8]1[N:12]=[C:11]([C:13]2[N:14]=[C:15]3[C:20]([Cl:21])=[CH:19][C:18]([C:22]([F:24])([F:25])[F:23])=[CH:17][N:16]3[CH:26]=2)[O:10][N:9]=1. The yield is 0.942. (2) The reactants are [C:1]([N:4]1[CH2:9][CH2:8][C:7]2[N:10]([C:18]3[CH:23]=[CH:22][CH:21]=[C:20]([C:24]#[C:25][C@:26]4([OH:33])[CH2:30][CH2:29][N:28]([CH3:31])[C:27]4=[O:32])[CH:19]=3)[N:11]=[C:12]([C:13]([O:15]CC)=O)[C:6]=2[CH2:5]1)(=[O:3])[CH3:2].[NH3:34]. The catalyst is CO. The product is [C:1]([N:4]1[CH2:9][CH2:8][C:7]2[N:10]([C:18]3[CH:23]=[CH:22][CH:21]=[C:20]([C:24]#[C:25][C@:26]4([OH:33])[CH2:30][CH2:29][N:28]([CH3:31])[C:27]4=[O:32])[CH:19]=3)[N:11]=[C:12]([C:13]([NH2:34])=[O:15])[C:6]=2[CH2:5]1)(=[O:3])[CH3:2]. The yield is 0.320.